Predict the product of the given reaction. From a dataset of Forward reaction prediction with 1.9M reactions from USPTO patents (1976-2016). (1) Given the reactants CC1(C)S[C@@H]2[C@H](NC([C@H](N)C3C=CC=CC=3)=O)C(=[O:9])N2[C@H]1C(O)=O.CC(S[C@@H:29]1[O:34][C@H:33]([CH2:35][OH:36])[C@H:32]([OH:37])[C@H:31]([OH:38])[C@H:30]1[OH:39])C, predict the reaction product. The product is: [OH:9][C@@H:29]1[O:34][C@H:33]([CH2:35][OH:36])[C@H:32]([OH:37])[C@H:31]([OH:38])[C@H:30]1[OH:39]. (2) Given the reactants C[O:2][C:3]1[CH:4]=[C:5]([CH2:11][CH2:12][N:13]2[CH2:18][CH2:17][N:16]([CH2:19][CH2:20][CH2:21][C:22]3[CH:27]=[CH:26][CH:25]=[CH:24][CH:23]=3)[CH2:15][CH2:14]2)[CH:6]=[CH:7][C:8]=1[O:9]C.B(Br)(Br)Br.O.C(=O)(O)[O-].[Na+], predict the reaction product. The product is: [OH:2][C:3]1[CH:4]=[C:5]([CH2:11][CH2:12][N:13]2[CH2:14][CH2:15][N:16]([CH2:19][CH2:20][CH2:21][C:22]3[CH:23]=[CH:24][CH:25]=[CH:26][CH:27]=3)[CH2:17][CH2:18]2)[CH:6]=[CH:7][C:8]=1[OH:9].